This data is from Catalyst prediction with 721,799 reactions and 888 catalyst types from USPTO. The task is: Predict which catalyst facilitates the given reaction. (1) Reactant: [Cl:1][C:2]1[CH:7]=[CH:6][C:5]([N:8]2[C:12]([CH:13]([CH3:15])[CH3:14])=[C:11]([NH2:16])[CH:10]=[N:9]2)=[CH:4][CH:3]=1.[CH3:17][C:18]1[N:22]([CH:23]([CH3:27])[C:24](O)=[O:25])[N:21]=[C:20]([C:28]([F:31])([F:30])[F:29])[N:19]=1.C(N(C(C)C)CC)(C)C.CN(C(ON1N=NC2C=CC=NC1=2)=[N+](C)C)C.F[P-](F)(F)(F)(F)F. Product: [Cl:1][C:2]1[CH:3]=[CH:4][C:5]([N:8]2[C:12]([CH:13]([CH3:14])[CH3:15])=[C:11]([NH:16][C:24](=[O:25])[CH:23]([N:22]3[C:18]([CH3:17])=[N:19][C:20]([C:28]([F:29])([F:30])[F:31])=[N:21]3)[CH3:27])[CH:10]=[N:9]2)=[CH:6][CH:7]=1. The catalyst class is: 18. (2) Reactant: [C:1]([N:4]1[CH2:9][CH2:8][N:7]([C:10]2[CH:11]=[CH:12][C:13]([NH:16][C:17](=[O:30])[CH2:18][C:19]3[CH:24]=[CH:23][C:22](Br)=[C:21]([C:26]([F:29])([F:28])[F:27])[CH:20]=3)=[N:14][CH:15]=2)[CH2:6][CH2:5]1)(=[O:3])[CH3:2].[CH3:31][C:32]1[CH:37]=[C:36](B(O)O)[CH:35]=[CH:34][N:33]=1.C1(C)C=CC=CC=1.C(=O)([O-])[O-].[Na+].[Na+]. Product: [C:1]([N:4]1[CH2:9][CH2:8][N:7]([C:10]2[CH:11]=[CH:12][C:13]([NH:16][C:17](=[O:30])[CH2:18][C:19]3[CH:24]=[CH:23][C:22]([C:36]4[CH:35]=[CH:34][N:33]=[C:32]([CH3:31])[CH:37]=4)=[C:21]([C:26]([F:29])([F:28])[F:27])[CH:20]=3)=[N:14][CH:15]=2)[CH2:6][CH2:5]1)(=[O:3])[CH3:2]. The catalyst class is: 461. (3) Reactant: [NH:1]1[CH:5]=[CH:4][N:3]=[CH:2]1.C(=O)([O-])[O-].[K+].[K+].Br[CH:13]([C:16]1[CH:21]=[CH:20][C:19]([C:22]2[CH:27]=[CH:26][CH:25]=[C:24]([O:28][CH3:29])[CH:23]=2)=[CH:18][N:17]=1)[CH2:14][CH3:15]. Product: [N:1]1([CH:13]([C:16]2[CH:21]=[CH:20][C:19]([C:22]3[CH:27]=[CH:26][CH:25]=[C:24]([O:28][CH3:29])[CH:23]=3)=[CH:18][N:17]=2)[CH2:14][CH3:15])[CH:5]=[CH:4][N:3]=[CH:2]1. The catalyst class is: 18. (4) Reactant: [CH3:1][C:2]1[CH:7]=[CH:6][N:5]=[CH:4][N:3]=1.CO[CH:10](OC)[N:11]([CH3:13])[CH3:12]. Product: [CH3:10][N:11]([CH3:13])/[CH:12]=[CH:1]/[C:2]1[CH:7]=[CH:6][N:5]=[CH:4][N:3]=1. The catalyst class is: 3. (5) Reactant: [F:1][C:2]1[CH:7]=[CH:6][CH:5]=[CH:4][C:3]=1[C:8]1[O:12][N:11]=[CH:10][C:9]=1[C:13]([OH:15])=O.CN(C(ON1N=NC2C=CC=CC1=2)=[N+](C)C)C.[B-](F)(F)(F)F.Cl.[NH:39]1[CH2:44][CH2:43][CH2:42][C@@H:41]([C:45]([OH:48])([CH3:47])[CH3:46])[CH2:40]1.C(N(CC)CC)C. Product: [F:1][C:2]1[CH:7]=[CH:6][CH:5]=[CH:4][C:3]=1[C:8]1[O:12][N:11]=[CH:10][C:9]=1[C:13]([N:39]1[CH2:44][CH2:43][CH2:42][C@@H:41]([C:45]([OH:48])([CH3:47])[CH3:46])[CH2:40]1)=[O:15]. The catalyst class is: 343. (6) Product: [CH:18]1[CH:17]=[CH:16][C:12]([C:13]([C:7]2[CH:6]=[CH:5][C:3]([OH:4])=[CH:2][C:8]=2[OH:9])=[O:14])=[CH:11][CH:19]=1. The catalyst class is: 641. Reactant: C[C:2]1[C:8]([OH:9])=[CH:7][CH:6]=[CH:5][C:3]=1[OH:4].C1(=O)O[C:13](=[O:14])[C:12]2=[CH:16][CH:17]=[CH:18][CH:19]=[C:11]12.[Cl-].[Al+3].[Cl-].[Cl-].Cl. (7) Reactant: C(O[C:4]([C:6]1[N:7]=[CH:8][C:9]2[C:14]([C:15]=1[OH:16])=[CH:13][CH:12]=[C:11]([O:17][C:18]1[CH:23]=[CH:22][C:21]([Cl:24])=[C:20]([F:25])[CH:19]=1)[CH:10]=2)=[O:5])C.[C:26]([O:30][C:31](=[O:37])[C:32]([CH3:36])([CH3:35])[CH2:33][NH2:34])([CH3:29])([CH3:28])[CH3:27]. Product: [C:26]([O:30][C:31](=[O:37])[C:32]([CH3:36])([CH3:35])[CH2:33][NH:34][C:4]([C:6]1[N:7]=[CH:8][C:9]2[C:14]([C:15]=1[OH:16])=[CH:13][CH:12]=[C:11]([O:17][C:18]1[CH:23]=[CH:22][C:21]([Cl:24])=[C:20]([F:25])[CH:19]=1)[CH:10]=2)=[O:5])([CH3:29])([CH3:27])[CH3:28]. The catalyst class is: 14. (8) Reactant: [OH-].[Na+].[N+:3]([CH3:6])([O-:5])=[O:4].[CH2:7]([O:9][C:10]1[C:11]([B:19]2[O:23][C:22](C)(C)C(C)(C)[O:20]2)=[C:12]([CH:15]=[CH:16][C:17]=1[F:18])C=O)[CH3:8].Cl. Product: [CH2:7]([O:9][C:10]1[C:11]2[B:19]([OH:20])[O:23][CH:22]([CH2:6][N+:3]([O-:5])=[O:4])[C:12]=2[CH:15]=[CH:16][C:17]=1[F:18])[CH3:8]. The catalyst class is: 90. (9) Reactant: [OH:1][C@H:2]1[CH2:7][N:6]([C:8]([C:10]2[CH:15]=[CH:14][CH:13]=[CH:12][C:11]=2[N:16]2[N:20]=[CH:19][CH:18]=[N:17]2)=[O:9])[C@H:5]([CH3:21])[CH2:4][CH2:3]1.[H-].[Na+].F[C:25]1[C:30]([C:31]([OH:34])([CH3:33])[CH3:32])=[CH:29][CH:28]=[CH:27][N:26]=1. Product: [CH3:21][C@H:5]1[N:6]([C:8]([C:10]2[CH:15]=[CH:14][CH:13]=[CH:12][C:11]=2[N:16]2[N:20]=[CH:19][CH:18]=[N:17]2)=[O:9])[CH2:7][C@H:2]([O:1][C:25]2[C:30]([C:31]([OH:34])([CH3:33])[CH3:32])=[CH:29][CH:28]=[CH:27][N:26]=2)[CH2:3][CH2:4]1. The catalyst class is: 16. (10) Reactant: Br[C:2]1[C:3]([CH:15]=[O:16])=[N:4][N:5]([CH2:7][O:8][CH2:9][CH2:10][Si:11]([CH3:14])([CH3:13])[CH3:12])[CH:6]=1.CC1(C)C(C)(C)OB([CH:25]=[CH:26][C:27]2[CH:28]=[N:29][CH:30]=[CH:31][CH:32]=2)O1.C(=O)([O-])[O-].[Na+].[Na+]. Product: [N:29]1[CH:30]=[CH:31][CH:32]=[C:27]([CH:26]=[CH:25][C:2]2[C:3]([CH:15]=[O:16])=[N:4][N:5]([CH2:7][O:8][CH2:9][CH2:10][Si:11]([CH3:14])([CH3:13])[CH3:12])[CH:6]=2)[CH:28]=1. The catalyst class is: 117.